Dataset: Catalyst prediction with 721,799 reactions and 888 catalyst types from USPTO. Task: Predict which catalyst facilitates the given reaction. (1) Reactant: C12CC3CC(CC(C3)[CH:2]1[NH:11][C:12]([C:14]13[CH2:21][CH2:20][C:17]([CH2:22][CH2:23][S:24]([CH2:27][CH3:28])(=[O:26])=[O:25])([CH2:18][CH2:19]1)[CH2:16][CH2:15]3)=[O:13])C2.C12CC3CC(CC(C3)C1N)C2.CN(C=O)C.C(N(C(C)C)CC)(C)C. Product: [CH2:27]([S:24]([CH2:23][CH2:22][C:17]12[CH2:18][CH2:19][C:14]([C:12]([NH:11][CH3:2])=[O:13])([CH2:21][CH2:20]1)[CH2:15][CH2:16]2)(=[O:26])=[O:25])[CH3:28]. The catalyst class is: 10. (2) Reactant: [C:1]([O:5][C:6]([N:8]1[C:12]2=[N:13][CH:14]=[CH:15][C:16]([NH:17][C:18]([CH:20]3[CH2:25][CH2:24][NH:23][CH2:22][CH2:21]3)=[O:19])=[C:11]2[CH:10]=[CH:9]1)=[O:7])([CH3:4])([CH3:3])[CH3:2].[CH2:26](Br)[C:27]1[CH:32]=[CH:31][CH:30]=[CH:29][CH:28]=1.C(=O)([O-])[O-].[K+].[K+]. Product: [C:1]([O:5][C:6]([N:8]1[C:12]2=[N:13][CH:14]=[CH:15][C:16]([NH:17][C:18]([CH:20]3[CH2:25][CH2:24][N:23]([CH2:26][C:27]4[CH:32]=[CH:31][CH:30]=[CH:29][CH:28]=4)[CH2:22][CH2:21]3)=[O:19])=[C:11]2[CH:10]=[CH:9]1)=[O:7])([CH3:4])([CH3:2])[CH3:3]. The catalyst class is: 9. (3) Reactant: [CH2:1]([C:4]([CH2:15][CH:16]=[CH2:17])([C:10](OCC)=[O:11])[C:5](OCC)=[O:6])[CH:2]=[CH2:3].[H-].[Al+3].[Li+].[H-].[H-].[H-].[Cl-].[NH4+].[OH-].[Na+]. Product: [OH:6][CH2:5][C:4]([CH2:10][OH:11])([CH2:15][CH:16]=[CH2:17])[CH2:1][CH:2]=[CH2:3]. The catalyst class is: 28. (4) Product: [F:1][C:2]1[CH:3]=[C:4]([CH3:18])[CH:5]=[C:6]2[C:10]=1[N:9]([CH2:21][C:22]([C:25]1[CH:26]=[N:27][CH:28]=[CH:29][CH:30]=1)([OH:23])[CH3:24])[C:8]1[CH2:11][CH:12]3[N:16]([CH2:17][C:7]2=1)[CH2:15][CH2:14][CH2:13]3. The catalyst class is: 3. Reactant: [F:1][C:2]1[CH:3]=[C:4]([CH3:18])[CH:5]=[C:6]2[C:10]=1[NH:9][C:8]1[CH2:11][CH:12]3[N:16]([CH2:17][C:7]2=1)[CH2:15][CH2:14][CH2:13]3.[H-].[Na+].[CH3:21][C:22]1([C:25]2[CH:26]=[N:27][CH:28]=[CH:29][CH:30]=2)[CH2:24][O:23]1.